This data is from Full USPTO retrosynthesis dataset with 1.9M reactions from patents (1976-2016). The task is: Predict the reactants needed to synthesize the given product. Given the product [CH2:1]([S:2][C:3]1[C:4]([C:8]2[CH:9]=[N:10][CH:11]=[CH:12][CH:13]=2)=[N:5][NH:6][CH:7]=1)[CH2:14][CH2:15][CH3:16], predict the reactants needed to synthesize it. The reactants are: [CH3:1][S:2][C:3]1[C:4]([C:8]2[CH:9]=[N:10][CH:11]=[CH:12][CH:13]=2)=[N:5][NH:6][CH:7]=1.[CH2:14](SSCCCC)[CH2:15][CH2:16]C.IC1C(C2C=NC=CC=2)=NNC=1.